This data is from Reaction yield outcomes from USPTO patents with 853,638 reactions. The task is: Predict the reaction yield, written as a fraction of the theoretical maximum amount of product (1.0 means a 100% yield; for example, 0.34 means a 34% yield). (1) The reactants are [Cl:1][C:2]1[N+:7]([O-])=[CH:6][C:5]([C:9]([F:12])([F:11])[F:10])=[CH:4][C:3]=1[CH3:13].C[Si]([C:18]#[N:19])(C)C.CCN(CC)CC.C([O-])(O)=O.[Na+]. The catalyst is CC#N. The product is [Cl:1][C:2]1[N:7]=[C:6]([C:18]#[N:19])[C:5]([C:9]([F:12])([F:11])[F:10])=[CH:4][C:3]=1[CH3:13]. The yield is 0.560. (2) The reactants are [CH3:1][C:2]1([CH:5]([C:7]2[CH:8]=[N:9][CH:10]=[CH:11][CH:12]=2)[OH:6])[CH2:4][CH2:3]1.[Cl:13][C:14]1[C:23](Cl)=[N:22][C:21]2[C:16](=[CH:17][CH:18]=[CH:19][CH:20]=2)[N:15]=1.[H-].[Na+].[Cl-].[NH4+]. The catalyst is C1COCC1.O. The product is [Cl:13][C:14]1[C:23]([O:6][CH:5]([C:2]2([CH3:1])[CH2:4][CH2:3]2)[C:7]2[CH:8]=[N:9][CH:10]=[CH:11][CH:12]=2)=[N:22][C:21]2[C:16](=[CH:17][CH:18]=[CH:19][CH:20]=2)[N:15]=1. The yield is 0.570. (3) The reactants are C([O:4][CH2:5][CH2:6][O:7][CH2:8][CH2:9][CH2:10][CH2:11][CH2:12][CH:13]([CH3:25])[CH2:14][CH2:15][CH2:16][CH:17]([CH3:24])[CH2:18][CH2:19][CH2:20][CH:21]([CH3:23])[CH3:22])(=O)C.[OH-].[K+]. The catalyst is CO. The product is [CH3:25][CH:13]([CH2:14][CH2:15][CH2:16][CH:17]([CH3:24])[CH2:18][CH2:19][CH2:20][CH:21]([CH3:23])[CH3:22])[CH2:12][CH2:11][CH2:10][CH2:9][CH2:8][O:7][CH2:6][CH2:5][OH:4]. The yield is 0.983. (4) The reactants are [CH3:1][NH:2][CH2:3][C:4]1[CH:5]=[N:6][C:7]([C:10]2[CH:15]=[CH:14][CH:13]=[CH:12][C:11]=2[C:16]([F:19])([F:18])[F:17])=[CH:8][CH:9]=1.[F:20][C:21]1[CH:31]=[C:30]([N+:32]([O-:34])=[O:33])[CH:29]=[CH:28][C:22]=1[O:23][CH2:24][CH:25]1[CH2:27][O:26]1. No catalyst specified. The product is [F:20][C:21]1[CH:31]=[C:30]([N+:32]([O-:34])=[O:33])[CH:29]=[CH:28][C:22]=1[O:23][CH2:24][CH:25]([OH:26])[CH2:27][N:2]([CH3:1])[CH2:3][C:4]1[CH:5]=[N:6][C:7]([C:10]2[CH:15]=[CH:14][CH:13]=[CH:12][C:11]=2[C:16]([F:19])([F:17])[F:18])=[CH:8][CH:9]=1. The yield is 0.310. (5) The yield is 0.940. The product is [Cl:3][C:4]1[C:5]([F:19])=[C:6]([N:10]([CH3:24])[C:11](=[O:18])[C:12]2[CH:17]=[CH:16][CH:15]=[CH:14][CH:13]=2)[CH:7]=[CH:8][CH:9]=1. The reactants are [OH-].[K+].[Cl:3][C:4]1[C:5]([F:19])=[C:6]([NH:10][C:11](=[O:18])[C:12]2[CH:17]=[CH:16][CH:15]=[CH:14][CH:13]=2)[CH:7]=[CH:8][CH:9]=1.S(OC)(O[CH3:24])(=O)=O. The catalyst is C1(C)C=CC=CC=1. (6) The product is [CH2:4]([N:5]1[C:9]([CH3:11])([CH3:10])[C:8](=[O:12])[N:7]([C:50]2[CH:55]=[CH:54][C:53]([N+:19]([O-:21])=[O:20])=[C:52]([C:22]([F:23])([F:25])[F:24])[CH:51]=2)[C:6]1=[O:26])[CH2:3][CH2:1][CH2:2][CH2:3][CH2:4][N:5]1[C:9]([CH3:11])([CH3:10])[C:8](=[O:12])[N:7]([C:13]2[CH:18]=[CH:17][C:16]([N+:19]([O-:21])=[O:20])=[C:15]([C:22]([F:24])([F:23])[F:25])[CH:14]=2)[C:6]1=[O:26]. The yield is 0.270. The reactants are [CH2:1](N1C(C)(C)C(=O)N(C2C=CC([N+]([O-])=O)=C(C(F)(F)F)C=2)C1=O)[CH2:2][CH2:3][CH2:4][N:5]1[C:9]([CH3:11])([CH3:10])[C:8](=[O:12])[N:7]([C:13]2[CH:18]=[CH:17][C:16]([N+:19]([O-:21])=[O:20])=[C:15]([C:22]([F:25])([F:24])[F:23])[CH:14]=2)[C:6]1=[O:26].I[CH2:50][CH2:51][CH2:52][CH2:53][CH2:54][CH2:55]I. No catalyst specified. (7) The reactants are C[Si](Cl)(C)C.Br[CH2:7][C:8]([O:10][CH2:11][CH3:12])=[O:9].O1CCCCC1[O:19][C:20]1[CH:27]=[CH:26][C:23](C=O)=[C:22]([B:28]2[O:32][C:31](C)(C)C(C)(C)[O:29]2)[CH:21]=1.Cl. The catalyst is C1COCC1.[Zn]. The product is [CH2:11]([O:10][C:8](=[O:9])[CH2:7][CH:31]1[O:32][B:28]([OH:29])[C:22]2[CH:21]=[C:20]([OH:19])[CH:27]=[CH:26][C:23]1=2)[CH3:12]. The yield is 0.600. (8) The reactants are [Cl:1][C:2]1[CH:7]=[C:6]2[CH2:8][O:9][C:10]3[CH:33]=[C:32]4[C:13]([CH2:14][CH2:15][C:16]5[N:20]=[C:19]([C@@H:21]6[CH2:25][C@H:24]([O:26][CH2:27][CH3:28])[CH2:23][N:22]6[C:29]([O-:31])=[O:30])[NH:18][C:17]=54)=[CH:12][C:11]=3[C:5]2=[CH:4][CH:3]=1. The catalyst is C(Cl)Cl.O=[Mn]=O. The product is [Cl:1][C:2]1[CH:7]=[C:6]2[CH2:8][O:9][C:10]3[CH:33]=[C:32]4[C:13]([CH:14]=[CH:15][C:16]5[N:20]=[C:19]([C@@H:21]6[CH2:25][C@H:24]([O:26][CH2:27][CH3:28])[CH2:23][N:22]6[C:29]([O:31][C:5]([CH3:11])([CH3:6])[CH3:4])=[O:30])[NH:18][C:17]=54)=[CH:12][C:11]=3[C:5]2=[CH:4][CH:3]=1. The yield is 0.720. (9) The reactants are COC[C@@H]1[C@H](C=O)[C@]1(C)C1C=CC2C(C)(C)CCC(C)(C)C=2C=1.CC12C(C)(C)[C:28]([C:34]([O:36][CH2:37][C@H:38]3[C@H:40]([CH2:41][O:42]C)[C@@:39]3([CH3:58])[C:44]3[CH:53]=[CH:52][C:51]4[C:50]([CH3:55])([CH3:54])[CH2:49][CH2:48][C:47]([CH3:57])([CH3:56])[C:46]=4[CH:45]=3)=O)(CC1)OC2=O. No catalyst specified. The product is [CH2:34]([O:36][CH2:37][C@H:38]1[C@H:40]([CH:41]=[O:42])[C@:39]1([CH3:58])[C:44]1[CH:53]=[CH:52][C:51]2[C:50]([CH3:55])([CH3:54])[CH2:49][CH2:48][C:47]([CH3:57])([CH3:56])[C:46]=2[CH:45]=1)[CH3:28]. The yield is 0.810. (10) The reactants are [CH3:1][O:2][C:3]([NH:5][C@H:6]([C:11]([N:13]1[C@@H:17]([CH3:18])[CH2:16][CH2:15][C@H:14]1[C:19]1[NH:20][C:21]([C:24]2[CH:29]=[C:28]3[CH2:30][O:31][C:32]4[CH:59]=[C:58]5[C:35]([CH:36]=[CH:37][C:38]6[N:42]=[C:41]([C@@H:43]7[CH2:47][C@H:46]([CH2:48][O:49][CH3:50])[CH2:45][N:44]7C(OC(C)(C)C)=O)[NH:40][C:39]=65)=[CH:34][C:33]=4[C:27]3=[CH:26][CH:25]=2)=[CH:22][N:23]=1)=[O:12])[C@H:7]([CH2:9][CH3:10])[CH3:8])=[O:4].Cl.[CH3:61][O:62][C:63]([NH:65][C@@H:66]([CH:70]([CH3:72])[CH3:71])[C:67](O)=[O:68])=[O:64].CN(C(ON1N=NC2C=CC=NC1=2)=[N+](C)C)C.F[P-](F)(F)(F)(F)F.CCN(C(C)C)C(C)C. The catalyst is C(Cl)Cl.CO.CN(C=O)C.[Li+].[OH-]. The product is [CH3:1][O:2][C:3]([NH:5][C@@H:6]([C@@H:7]([CH3:8])[CH2:9][CH3:10])[C:11]([N:13]1[C@@H:17]([CH3:18])[CH2:16][CH2:15][C@H:14]1[C:19]1[NH:20][C:21]([C:24]2[CH:29]=[C:28]3[CH2:30][O:31][C:32]4[CH:59]=[C:58]5[C:35]([CH:36]=[CH:37][C:38]6[N:42]=[C:41]([C@@H:43]7[CH2:47][C@H:46]([CH2:48][O:49][CH3:50])[CH2:45][N:44]7[C:67](=[O:68])[C@@H:66]([NH:65][C:63](=[O:64])[O:62][CH3:61])[CH:70]([CH3:72])[CH3:71])[NH:40][C:39]=65)=[CH:34][C:33]=4[C:27]3=[CH:26][CH:25]=2)=[CH:22][N:23]=1)=[O:12])=[O:4]. The yield is 0.380.